Task: Predict the product of the given reaction.. Dataset: Forward reaction prediction with 1.9M reactions from USPTO patents (1976-2016) (1) Given the reactants [CH3:1][O:2][C:3]1[N:8]=[N:7][C:6]([CH2:9][OH:10])=[CH:5][CH:4]=1, predict the reaction product. The product is: [CH3:1][O:2][C:3]1[N:8]=[N:7][C:6]([CH:9]=[O:10])=[CH:5][CH:4]=1. (2) The product is: [Cl:1][C:2]1[CH:3]=[C:4]([C:13]2[N:17]=[C:16]([C@@H:18]([NH2:20])[CH3:19])[O:15][N:14]=2)[CH:5]=[CH:6][C:7]=1[O:8][C:9]([F:10])([F:11])[F:12]. Given the reactants [Cl:1][C:2]1[CH:3]=[C:4]([C:13]2[N:17]=[C:16]([C@@H:18]([NH:20]C(=O)OC(C)(C)C)[CH3:19])[O:15][N:14]=2)[CH:5]=[CH:6][C:7]=1[O:8][C:9]([F:12])([F:11])[F:10].C(O)(C(F)(F)F)=O.O, predict the reaction product. (3) Given the reactants [F:1][CH:2]1[CH2:8][CH2:7][CH2:6][C:5]2[CH:9]=[CH:10][CH:11]=[CH:12][C:4]=2[CH:3]1[NH:13][O:14][CH3:15].C(N(CC)CC)C.[F:23][CH:24]([F:34])[C:25]1[C:29]([C:30](Cl)=[O:31])=[CH:28][N:27]([CH3:33])[N:26]=1, predict the reaction product. The product is: [F:1][CH:2]1[CH2:8][CH2:7][CH2:6][C:5]2[CH:9]=[CH:10][CH:11]=[CH:12][C:4]=2[CH:3]1[N:13]([O:14][CH3:15])[C:30]([C:29]1[C:25]([CH:24]([F:34])[F:23])=[N:26][N:27]([CH3:33])[CH:28]=1)=[O:31]. (4) Given the reactants [OH:1][CH2:2][CH2:3][N:4]1[CH2:9][CH2:8][N:7]([CH2:10][CH2:11][N:12]2C(=O)C3C(=CC=CC=3)C2=O)[CH2:6][CH2:5]1.O.NN, predict the reaction product. The product is: [NH2:12][CH2:11][CH2:10][N:7]1[CH2:8][CH2:9][N:4]([CH2:3][CH2:2][OH:1])[CH2:5][CH2:6]1. (5) Given the reactants [CH2:1]([N:3]([C:29](=O)[C:30]1[CH:35]=[CH:34][C:33]([OH:36])=[C:32]([F:37])[CH:31]=1)[C:4]1[CH:9]=[C:8]([O:10][CH3:11])[CH:7]=[CH:6][C:5]=1[C@@H:12]1[CH2:21][CH2:20][C:19]2[CH:18]=[C:17]([O:22]C(=O)C(C)(C)C)[CH:16]=[CH:15][C:14]=2[CH2:13]1)[CH3:2].Cl[CH2:40][C:41]([N:43]1[CH2:47][CH2:46][CH2:45][CH2:44]1)=O, predict the reaction product. The product is: [CH2:1]([N:3]([CH2:29][C:30]1[CH:35]=[CH:34][C:33]([O:36][CH2:40][CH2:41][N:43]2[CH2:47][CH2:46][CH2:45][CH2:44]2)=[C:32]([F:37])[CH:31]=1)[C:4]1[CH:9]=[C:8]([O:10][CH3:11])[CH:7]=[CH:6][C:5]=1[C@@H:12]1[CH2:21][CH2:20][C:19]2[CH:18]=[C:17]([OH:22])[CH:16]=[CH:15][C:14]=2[CH2:13]1)[CH3:2].